This data is from Blood-brain barrier permeability classification from the B3DB database. The task is: Regression/Classification. Given a drug SMILES string, predict its absorption, distribution, metabolism, or excretion properties. Task type varies by dataset: regression for continuous measurements (e.g., permeability, clearance, half-life) or binary classification for categorical outcomes (e.g., BBB penetration, CYP inhibition). Dataset: b3db_classification. (1) The molecule is CN1CCN(C2=Nc3cc(F)ccc3Cc3ccccc32)CC1. The result is 1 (penetrates BBB). (2) The compound is CN(C(=O)CNC(=O)[C@@H](N)CCCCN)c1ccc(Cl)cc1C(=O)c1ccccc1. The result is 1 (penetrates BBB). (3) The molecule is CCC1(CC)C(=O)NC[C@@H](C)C1=O. The result is 1 (penetrates BBB). (4) The molecule is C/C(=C1\CCOC(=O)S1)N(C=O)Cc1cnc(C)nc1N. The result is 1 (penetrates BBB). (5) The drug is CC1CC2C3CC(F)C4=CC(=O)C(Cl)=CC4(C)C3(F)C(O)CC2(C)C1(O)C(=O)CO. The result is 1 (penetrates BBB). (6) The molecule is NC1(C(=O)O)CCCC1. The result is 1 (penetrates BBB).